From a dataset of Full USPTO retrosynthesis dataset with 1.9M reactions from patents (1976-2016). Predict the reactants needed to synthesize the given product. (1) Given the product [Si:19]([CH:10]([OH:11])[CH:9]([OH:12])[CH2:8][CH:7]([C:1](=[O:6])[C:2]([CH3:5])([CH3:4])[CH3:3])[OH:13])([C:22]([CH3:25])([CH3:24])[CH3:23])([CH3:21])[CH3:20], predict the reactants needed to synthesize it. The reactants are: [C:1]([CH:7]([OH:13])[CH2:8][CH:9]([OH:12])[CH2:10][OH:11])(=[O:6])[C:2]([CH3:5])([CH3:4])[CH3:3].N1C=CN=C1.[Si:19](Cl)([C:22]([CH3:25])([CH3:24])[CH3:23])([CH3:21])[CH3:20]. (2) Given the product [CH2:21]([N:16]([CH2:17][CH3:18])[C:22]1[N:31]=[C:25]2[CH:26]=[CH:27][C:28]([NH2:30])=[CH:29][N:24]2[N:23]=1)[CH3:20], predict the reactants needed to synthesize it. The reactants are: BrC1C=CC2N(N=C(N(CC)CC)N=2)C=1.[N:16]1([C:22]2[N:31]=[C:25]3[CH:26]=[CH:27][C:28]([NH2:30])=[CH:29][N:24]3[N:23]=2)[CH2:21][CH2:20]O[CH2:18][CH2:17]1.